Dataset: Reaction yield outcomes from USPTO patents with 853,638 reactions. Task: Predict the reaction yield, written as a fraction of the theoretical maximum amount of product (1.0 means a 100% yield; for example, 0.34 means a 34% yield). (1) The reactants are [F:1][C:2]1([F:17])[CH2:16][CH2:15][C:5]2([CH2:9][NH:8][C@H:7]([C:10]([O:12]CC)=[O:11])[CH2:6]2)[CH2:4][CH2:3]1.CN(C(ON1N=NC2C=CC=NC1=2)=[N+](C)C)C.F[P-](F)(F)(F)(F)F.[CH3:42][O:43][C:44]([NH:46][C@H:47]([C:51](O)=[O:52])[CH:48]([CH3:50])[CH3:49])=[O:45].C(N(CC)CC)C. The catalyst is C(Cl)Cl. The product is [F:17][C:2]1([F:1])[CH2:3][CH2:4][C:5]2([CH2:9][N:8]([C:51](=[O:52])[C@H:47]([CH:48]([CH3:49])[CH3:50])[NH:46][C:44]([O:43][CH3:42])=[O:45])[C@H:7]([C:10]([OH:12])=[O:11])[CH2:6]2)[CH2:15][CH2:16]1. The yield is 0.930. (2) The catalyst is O. The yield is 0.730. The product is [OH:3][C@H:4]1[CH2:9][CH2:8][CH2:7][CH2:6][C@@H:5]1[NH:10][C:11](=[O:12])[C@@H:13]([OH:14])[C@@H:15]([N:20]=[N+:21]=[N-:22])[CH2:16][CH2:17][CH2:18][CH3:19]. The reactants are CO.[OH:3][C@H:4]1[CH2:9][CH2:8][CH2:7][CH2:6][C@@H:5]1[NH:10][C:11]([C@@H:13]1[C@@H:15]([CH2:16][CH2:17][CH2:18][CH3:19])[O:14]1)=[O:12].[N-:20]=[N+:21]=[N-:22].[Na+].S([O-])([O-])(=O)=O.[Mg+2]. (3) The reactants are [Cl:1][C:2]1[CH:3]=[CH:4][C:5]([O:25][CH3:26])=[C:6]([C:8]2[C:12]([NH:13][C:14]([C:16]3[CH:17]=[N:18][N:19]4[CH:24]=[CH:23][CH:22]=[N:21][C:20]=34)=[O:15])=[CH:11][NH:10][N:9]=2)[CH:7]=1.[C:27]([O:31][C:32](=[O:35])[CH2:33]Br)([CH3:30])([CH3:29])[CH3:28].C(=O)([O-])[O-].[Cs+].[Cs+].C(=O)([O-])[O-]. The catalyst is CCOC(C)=O.O. The product is [Cl:1][C:2]1[CH:3]=[CH:4][C:5]([O:25][CH3:26])=[C:6]([C:8]2[C:12]([NH:13][C:14]([C:16]3[CH:17]=[N:18][N:19]4[CH:24]=[CH:23][CH:22]=[N:21][C:20]=34)=[O:15])=[CH:11][N:10]([CH2:33][C:32]([O:31][C:27]([CH3:30])([CH3:29])[CH3:28])=[O:35])[N:9]=2)[CH:7]=1. The yield is 0.710. (4) The yield is 0.213. The reactants are [CH3:1][C:2]1[CH:7]=[C:6]([CH3:8])[NH:5][C:4](=[O:9])[C:3]=1[CH2:10][NH:11][C:12]([C:14]1[C:15]2[CH:32]=[N:31][N:30]([CH:33]3[CH2:38][CH2:37][NH:36][CH2:35][CH2:34]3)[C:16]=2[N:17]=[C:18]([C:20]2[CH2:21][C:22]([CH3:29])([CH3:28])[NH:23][C:24]([CH3:27])([CH3:26])[CH:25]=2)[CH:19]=1)=[O:13].C([O-])([O-])=O.[K+].[K+].[CH2:45](Br)[C:46]1[CH:51]=[CH:50][CH:49]=[CH:48][CH:47]=1.O. The catalyst is CN(C=O)C.C(Cl)Cl. The product is [CH2:45]([N:36]1[CH2:37][CH2:38][CH:33]([N:30]2[C:16]3[N:17]=[C:18]([C:20]4[CH2:21][C:22]([CH3:28])([CH3:29])[NH:23][C:24]([CH3:26])([CH3:27])[CH:25]=4)[CH:19]=[C:14]([C:12]([NH:11][CH2:10][C:3]4[C:4](=[O:9])[NH:5][C:6]([CH3:8])=[CH:7][C:2]=4[CH3:1])=[O:13])[C:15]=3[CH:32]=[N:31]2)[CH2:34][CH2:35]1)[C:46]1[CH:51]=[CH:50][CH:49]=[CH:48][CH:47]=1. (5) The catalyst is CN(C)C1C=CN=CC=1.N1C=CC=CC=1. The yield is 0.582. The product is [Si:30]([O:37][C:38]1[CH:39]=[CH:40][C:41]([CH2:44][C:45]([NH:21][C:18]2[C:17]([C:22]3[S:26][C:25]4[CH:27]=[CH:28][S:29][C:24]=4[CH:23]=3)=[N:16][C:15]([C:12]3[CH:11]=[CH:10][C:9]([O:8][Si:1]([C:4]([CH3:5])([CH3:6])[CH3:7])([CH3:2])[CH3:3])=[CH:14][CH:13]=3)=[CH:20][N:19]=2)=[O:46])=[CH:42][CH:43]=1)([C:33]([CH3:36])([CH3:35])[CH3:34])([CH3:32])[CH3:31]. The reactants are [Si:1]([O:8][C:9]1[CH:14]=[CH:13][C:12]([C:15]2[N:16]=[C:17]([C:22]3[S:26][C:25]4[CH:27]=[CH:28][S:29][C:24]=4[CH:23]=3)[C:18]([NH2:21])=[N:19][CH:20]=2)=[CH:11][CH:10]=1)([C:4]([CH3:7])([CH3:6])[CH3:5])([CH3:3])[CH3:2].[Si:30]([O:37][C:38]1[CH:43]=[CH:42][C:41]([CH2:44][C:45](Cl)=[O:46])=[CH:40][CH:39]=1)([C:33]([CH3:36])([CH3:35])[CH3:34])([CH3:32])[CH3:31].O.